Dataset: Full USPTO retrosynthesis dataset with 1.9M reactions from patents (1976-2016). Task: Predict the reactants needed to synthesize the given product. (1) Given the product [CH:20]1[C:28]2[C:27]3[CH:29]=[CH:30][CH:31]=[CH:32][C:26]=3[S:25][C:24]=2[C:23]([C:33]2[CH:34]=[C:35]([C:2]3[CH:11]=[N:10][C:9]4[C:4](=[C:5]5[CH:19]=[CH:18][CH:17]=[CH:16][C:6]5=[C:7]5[CH:15]=[CH:14][CH:13]=[CH:12][C:8]5=4)[N:3]=3)[CH:36]=[C:37]([C:39]3[C:44]4[S:45][C:46]5[CH:51]=[CH:50][CH:49]=[CH:48][C:47]=5[C:43]=4[CH:42]=[CH:41][CH:40]=3)[CH:38]=2)=[CH:22][CH:21]=1, predict the reactants needed to synthesize it. The reactants are: Cl[C:2]1[CH:11]=[N:10][C:9]2[C:4](=[C:5]3[CH:19]=[CH:18][CH:17]=[CH:16][C:6]3=[C:7]3[CH:15]=[CH:14][CH:13]=[CH:12][C:8]3=2)[N:3]=1.[CH:20]1[C:28]2[C:27]3[CH:29]=[CH:30][CH:31]=[CH:32][C:26]=3[S:25][C:24]=2[C:23]([C:33]2[CH:34]=[C:35](B(O)O)[CH:36]=[C:37]([C:39]3[C:44]4[S:45][C:46]5[CH:51]=[CH:50][CH:49]=[CH:48][C:47]=5[C:43]=4[CH:42]=[CH:41][CH:40]=3)[CH:38]=2)=[CH:22][CH:21]=1.C(=O)([O-])[O-].[K+].[K+].C1(C)C=CC=CC=1. (2) Given the product [CH2:36]([O:35][C:33]([NH:21][C@@H:22]([CH2:23][C:24]1[CH:29]=[CH:28][CH:27]=[CH:26][CH:25]=1)[C:30]([NH:12][C@@H:11]([CH2:13][C:14]1[CH:19]=[CH:18][CH:17]=[CH:16][CH:15]=1)[C:10]([O:9][CH2:2][C:3]1[CH:4]=[CH:5][CH:6]=[CH:7][CH:8]=1)=[O:20])=[O:31])=[O:34])[C:37]1[CH:38]=[CH:39][CH:40]=[CH:41][CH:42]=1, predict the reactants needed to synthesize it. The reactants are: Cl.[CH2:2]([O:9][C:10](=[O:20])[C@H:11]([CH2:13][C:14]1[CH:19]=[CH:18][CH:17]=[CH:16][CH:15]=1)[NH2:12])[C:3]1[CH:8]=[CH:7][CH:6]=[CH:5][CH:4]=1.[NH:21]([C:33]([O:35][CH2:36][C:37]1[CH:42]=[CH:41][CH:40]=[CH:39][CH:38]=1)=[O:34])[C@H:22]([C:30](O)=[O:31])[CH2:23][C:24]1[CH:29]=[CH:28][CH:27]=[CH:26][CH:25]=1.CCN(C(C)C)C(C)C.ON1C2N=CC=CC=2N=N1.C(Cl)CCl. (3) The reactants are: [ClH:1].O[CH:3]1[O:11][C@H:10]([CH2:12][OH:13])[C@@H:8]([OH:9])[C@H:6]([OH:7])[C@H:4]1[NH2:5].[C:14]([NH:24][NH2:25])(=[O:23])[CH2:15][CH2:16][CH2:17][CH2:18][C:19]([NH:21][NH2:22])=[O:20]. Given the product [ClH:1].[NH2:5][CH:4]1[CH:6]([OH:7])[CH:8]([OH:9])[CH:10]([CH2:12][OH:13])[O:11][CH:3]1[NH:25][NH:24][C:14]([CH2:15][CH2:16][CH2:17][CH2:18][C:19]([NH:21][NH2:22])=[O:20])=[O:23], predict the reactants needed to synthesize it. (4) Given the product [CH2:1]([N:3]([CH2:29][C:30]1[CH:35]=[CH:34][C:33]([O:36][CH2:54][CH2:53][N:49]2[CH2:50][CH2:51][CH2:52][N:46]([CH3:44])[CH2:47][CH2:48]2)=[C:32]([F:37])[CH:31]=1)[C:4]1[CH:9]=[C:8]([O:10][CH3:11])[CH:7]=[CH:6][C:5]=1[CH:12]1[CH2:21][CH2:20][C:19]2[CH:18]=[C:17]([OH:22])[CH:16]=[CH:15][C:14]=2[CH2:13]1)[CH3:2], predict the reactants needed to synthesize it. The reactants are: [CH2:1]([N:3]([C:29](=O)[C:30]1[CH:35]=[CH:34][C:33]([OH:36])=[C:32]([F:37])[CH:31]=1)[C:4]1[CH:9]=[C:8]([O:10][CH3:11])[CH:7]=[CH:6][C:5]=1[CH:12]1[CH2:21][CH2:20][C:19]2[CH:18]=[C:17]([O:22]C(=O)C(C)(C)C)[CH:16]=[CH:15][C:14]=2[CH2:13]1)[CH3:2].C(O[C:44]([N:46]1[CH2:52][CH2:51][CH2:50][N:49]([C:53](=O)[CH2:54]Cl)[CH2:48][CH2:47]1)=O)(C)(C)C. (5) Given the product [F:39][C:36]([F:37])([F:38])[C:28]1[CH:27]=[C:26]([CH:31]=[C:30]([C:32]([F:33])([F:35])[F:34])[CH:29]=1)[CH2:25][N:12]([CH2:11][C:10]1[CH:40]=[C:41]([C:44]([F:47])([F:46])[F:45])[CH:42]=[CH:43][C:9]=1[OH:8])[C:13]1[N:18]=[CH:17][C:16]([N:19]2[CH2:20][CH2:21][O:22][CH2:23][CH2:24]2)=[CH:15][N:14]=1, predict the reactants needed to synthesize it. The reactants are: C([O:8][C:9]1[CH:43]=[CH:42][C:41]([C:44]([F:47])([F:46])[F:45])=[CH:40][C:10]=1[CH2:11][N:12]([CH2:25][C:26]1[CH:31]=[C:30]([C:32]([F:35])([F:34])[F:33])[CH:29]=[C:28]([C:36]([F:39])([F:38])[F:37])[CH:27]=1)[C:13]1[N:18]=[CH:17][C:16]([N:19]2[CH2:24][CH2:23][O:22][CH2:21][CH2:20]2)=[CH:15][N:14]=1)C1C=CC=CC=1. (6) Given the product [N:1]1[CH:6]=[CH:5][CH:4]=[CH:3][C:2]=1[CH2:7][O:8][CH2:9][C:10]1[CH:11]=[C:12]([N:16]2[C:20]3[CH:21]=[CH:22][C:23]([CH:25]=[N:34][OH:35])=[CH:24][C:19]=3[N:18]=[CH:17]2)[CH:13]=[CH:14][CH:15]=1, predict the reactants needed to synthesize it. The reactants are: [N:1]1[CH:6]=[CH:5][CH:4]=[CH:3][C:2]=1[CH2:7][O:8][CH2:9][C:10]1[CH:11]=[C:12]([N:16]2[C:20]3[CH:21]=[CH:22][C:23]([CH:25]=O)=[CH:24][C:19]=3[N:18]=[CH:17]2)[CH:13]=[CH:14][CH:15]=1.N1C=CC=CC=1.Cl.[NH2:34][OH:35]. (7) Given the product [Cl:8][CH2:7][C:6]([C:9]1[CH:14]=[CH:13][CH:12]=[CH:11][N:10]=1)=[O:5], predict the reactants needed to synthesize it. The reactants are: C([Si](C(C)C)(C(C)C)[O:5][C:6]([C:9]1[CH:14]=[CH:13][CH:12]=[CH:11][N:10]=1)=[CH:7][Cl:8])(C)C.C([O-])(O)=O.[Na+].C(Cl)Cl. (8) Given the product [Cl:1][C:2]1[N:6]2[C:7]([C:14]([F:17])([F:16])[F:15])=[CH:8][CH:9]=[C:10]([C:11]([NH:24][C:22]3[O:23][C:19]([CH3:18])=[N:20][N:21]=3)=[O:13])[C:5]2=[N:4][N:3]=1, predict the reactants needed to synthesize it. The reactants are: [Cl:1][C:2]1[N:6]2[C:7]([C:14]([F:17])([F:16])[F:15])=[CH:8][CH:9]=[C:10]([C:11]([OH:13])=O)[C:5]2=[N:4][N:3]=1.[CH3:18][C:19]1[O:23][C:22]([NH2:24])=[N:21][N:20]=1.S(Cl)(Cl)=O.